Dataset: Forward reaction prediction with 1.9M reactions from USPTO patents (1976-2016). Task: Predict the product of the given reaction. (1) Given the reactants C([N:8]1[CH2:13][CH2:12][N:11]([N:14]2[CH2:19][CH2:18][CH2:17][NH:16][C:15]2=[O:20])[CH2:10][CH2:9]1)C1C=CC=CC=1, predict the reaction product. The product is: [N:11]1([N:14]2[CH2:19][CH2:18][CH2:17][NH:16][C:15]2=[O:20])[CH2:10][CH2:9][NH:8][CH2:13][CH2:12]1. (2) Given the reactants [NH2:1][C:2]1[CH:10]=[CH:9][C:8]([CH3:11])=[CH:7][C:3]=1[C:4]([OH:6])=[O:5].[C:12](=[S:14])=[S:13].[CH3:15]CN(CC)CC.IC.Cl, predict the reaction product. The product is: [CH3:11][C:8]1[CH:9]=[CH:10][C:2]([NH:1][C:12]([S:14][CH3:15])=[S:13])=[C:3]([CH:7]=1)[C:4]([OH:6])=[O:5]. (3) Given the reactants [C:1]([O:5][C:6]([NH:8][CH2:9][C:10]1[N:11]([CH2:30][CH:31]([CH3:33])[CH3:32])[C:12](=[O:29])[C:13]2[C:18]([C:19]=1[C:20]1[CH:25]=[CH:24][CH:23]=[CH:22][CH:21]=1)=[CH:17][C:16]([C:26](O)=[O:27])=[CH:15][CH:14]=2)=[O:7])([CH3:4])([CH3:3])[CH3:2].CN1CCOCC1.ClC(OCC)=O.[BH4-].[Na+], predict the reaction product. The product is: [OH:27][CH2:26][C:16]1[CH:17]=[C:18]2[C:13](=[CH:14][CH:15]=1)[C:12](=[O:29])[N:11]([CH2:30][CH:31]([CH3:33])[CH3:32])[C:10]([CH2:9][NH:8][C:6](=[O:7])[O:5][C:1]([CH3:4])([CH3:2])[CH3:3])=[C:19]2[C:20]1[CH:21]=[CH:22][CH:23]=[CH:24][CH:25]=1. (4) Given the reactants CC(C)([O-])C.[K+].C[O:8][C:9](=[O:44])[C:10]1[CH:15]=[CH:14][C:13]([CH2:16][CH2:17][S:18]([N:21]2[CH2:42][CH2:41][C:24]3([N:28]=[C:27]([CH:29]4[CH2:34][CH2:33][CH:32]([CH2:35][CH:36]=[C:37]([F:39])[F:38])[CH2:31][CH2:30]4)[NH:26][C:25]3=[O:40])[CH2:23][CH2:22]2)(=[O:20])=[O:19])=[C:12]([CH3:43])[CH:11]=1.Cl, predict the reaction product. The product is: [F:39][C:37]([F:38])=[CH:36][CH2:35][CH:32]1[CH2:33][CH2:34][CH:29]([C:27]2[NH:26][C:25](=[O:40])[C:24]3([CH2:41][CH2:42][N:21]([S:18]([CH2:17][CH2:16][C:13]4[CH:14]=[CH:15][C:10]([C:9]([OH:44])=[O:8])=[CH:11][C:12]=4[CH3:43])(=[O:20])=[O:19])[CH2:22][CH2:23]3)[N:28]=2)[CH2:30][CH2:31]1. (5) Given the reactants Cl[CH2:2][C:3]#[C:4][C:5]1[CH:10]=[CH:9][C:8]([N+:11]([O-:13])=[O:12])=[C:7]([O:14][CH3:15])[CH:6]=1.[NH:16]1[CH2:21][CH2:20][CH2:19][CH2:18][CH2:17]1, predict the reaction product. The product is: [CH3:15][O:14][C:7]1[CH:6]=[C:5]([C:4]#[C:3][CH2:2][N:16]2[CH2:21][CH2:20][CH2:19][CH2:18][CH2:17]2)[CH:10]=[CH:9][C:8]=1[N+:11]([O-:13])=[O:12]. (6) Given the reactants [NH2:1][C:2]1([C:18]([O:20][CH2:21][CH3:22])=[O:19])[CH2:6][CH2:5][CH:4]([C:7]2[CH:16]=[CH:15][C:14]3[C:13](=O)[CH2:12][CH2:11][CH2:10][C:9]=3[CH:8]=2)[CH2:3]1.N1C=CC=CC=1.[CH2:29]([O:37][NH2:38])[CH2:30][C:31]1[CH:36]=[CH:35][CH:34]=[CH:33][CH:32]=1.C([O-])(O)=O.[Na+], predict the reaction product. The product is: [NH2:1][C:2]1([C:18]([O:20][CH2:21][CH3:22])=[O:19])[CH2:6][CH2:5][CH:4]([C:7]2[CH:16]=[CH:15][C:14]3/[C:13](=[N:38]/[O:37][CH2:29][CH2:30][C:31]4[CH:36]=[CH:35][CH:34]=[CH:33][CH:32]=4)/[CH2:12][CH2:11][CH2:10][C:9]=3[CH:8]=2)[CH2:3]1. (7) Given the reactants [CH3:1][C@@:2]1([C:18]([F:21])([F:20])[F:19])[CH2:17][N:5]2[C:6](=[O:16])[CH:7]=[C:8]([N:10]3[CH2:15][CH2:14][O:13][CH2:12][CH2:11]3)[N:9]=[C:4]2[NH:3]1.Br[CH2:23][CH2:24][C:25]1[CH:30]=[CH:29][CH:28]=[C:27]([O:31][CH3:32])[CH:26]=1.C(=O)([O-])[O-].[Cs+].[Cs+], predict the reaction product. The product is: [CH3:32][O:31][C:27]1[CH:26]=[C:25]([CH2:24][CH2:23][N:3]2[C:4]3=[N:9][C:8]([N:10]4[CH2:11][CH2:12][O:13][CH2:14][CH2:15]4)=[CH:7][C:6](=[O:16])[N:5]3[CH2:17][C@@:2]2([CH3:1])[C:18]([F:21])([F:19])[F:20])[CH:30]=[CH:29][CH:28]=1. (8) Given the reactants [CH2:1]([O:3][C:4](=[O:22])[CH2:5][C:6]1([C:9]2[CH:14]=[CH:13][C:12]([C:15]3[CH:20]=[CH:19][C:18](Br)=[CH:17][CH:16]=3)=[CH:11][CH:10]=2)[CH2:8][CH2:7]1)[CH3:2].[B:23]1([B:23]2[O:27][C:26]([CH3:29])([CH3:28])[C:25]([CH3:31])([CH3:30])[O:24]2)[O:27][C:26]([CH3:29])([CH3:28])[C:25]([CH3:31])([CH3:30])[O:24]1, predict the reaction product. The product is: [CH2:1]([O:3][C:4](=[O:22])[CH2:5][C:6]1([C:9]2[CH:14]=[CH:13][C:12]([C:15]3[CH:20]=[CH:19][C:18]([B:23]4[O:27][C:26]([CH3:29])([CH3:28])[C:25]([CH3:31])([CH3:30])[O:24]4)=[CH:17][CH:16]=3)=[CH:11][CH:10]=2)[CH2:8][CH2:7]1)[CH3:2].